From a dataset of Full USPTO retrosynthesis dataset with 1.9M reactions from patents (1976-2016). Predict the reactants needed to synthesize the given product. (1) Given the product [O:34]1[C:38]2[CH:39]=[CH:40][C:41]([C:2]3[S:10][C:9]4[C:8](=[O:11])[N:7]([CH:12]5[CH2:13][CH2:14][N:15]([C:18]([O:20][C:21]([CH3:24])([CH3:22])[CH3:23])=[O:19])[CH2:16][CH2:17]5)[C:6](=[O:25])[N:5]([CH2:26][C:27]5[O:31][N:30]=[C:29]([CH2:32][CH3:33])[N:28]=5)[C:4]=4[CH:3]=3)=[CH:42][C:37]=2[O:36][CH2:35]1, predict the reactants needed to synthesize it. The reactants are: Br[C:2]1[S:10][C:9]2[C:8](=[O:11])[N:7]([CH:12]3[CH2:17][CH2:16][N:15]([C:18]([O:20][C:21]([CH3:24])([CH3:23])[CH3:22])=[O:19])[CH2:14][CH2:13]3)[C:6](=[O:25])[N:5]([CH2:26][C:27]3[O:31][N:30]=[C:29]([CH2:32][CH3:33])[N:28]=3)[C:4]=2[CH:3]=1.[O:34]1[C:38]2[CH:39]=[CH:40][C:41](B(O)O)=[CH:42][C:37]=2[O:36][CH2:35]1.C(=O)([O-])[O-].[Cs+].[Cs+]. (2) The reactants are: [F:1][C:2]([F:7])([F:6])[C:3]([OH:5])=[O:4].[F:8][C:9]([F:14])([F:13])[C:10]([OH:12])=[O:11].FC(F)(F)C(O)=O.[Cl:22][C:23]1[CH:24]=[N:25][C:26]2[NH:27][C:28]3[CH:29]=[N:30][CH:31]=[C:32]([CH:54]=3)[CH2:33][CH2:34][C:35]3[CH:43]=[C:39]([NH:40][C:41]=1[N:42]=2)[CH:38]=[CH:37][C:36]=3[NH:44][C:45](=[O:53])[CH2:46][C@H:47]1[CH2:52][CH2:51][CH2:50][NH:49][CH2:48]1.[C:55]1([N:61]=[C:62]=[O:63])[CH:60]=[CH:59][CH:58]=[CH:57][CH:56]=1. Given the product [F:1][C:2]([F:7])([F:6])[C:3]([OH:5])=[O:4].[F:8][C:9]([F:14])([F:13])[C:10]([OH:12])=[O:11].[Cl:22][C:23]1[CH:24]=[N:25][C:26]2[NH:27][C:28]3[CH:29]=[N:30][CH:31]=[C:32]([CH:54]=3)[CH2:33][CH2:34][C:35]3[CH:43]=[C:39]([NH:40][C:41]=1[N:42]=2)[CH:38]=[CH:37][C:36]=3[NH:44][C:45](=[O:53])[CH2:46][C@H:47]1[CH2:52][CH2:51][CH2:50][N:49]([C:62]([NH:61][C:55]2[CH:60]=[CH:59][CH:58]=[CH:57][CH:56]=2)=[O:63])[CH2:48]1, predict the reactants needed to synthesize it. (3) Given the product [Cl:1][C:2]1[N:7]=[C:6]([CH2:8][C:9]([C:11]2[O:12][CH:13]=[CH:14][C:15]=2[CH3:16])=[N:18][OH:19])[CH:5]=[CH:4][CH:3]=1, predict the reactants needed to synthesize it. The reactants are: [Cl:1][C:2]1[N:7]=[C:6]([CH2:8][C:9]([C:11]2[O:12][CH:13]=[CH:14][C:15]=2[CH3:16])=O)[CH:5]=[CH:4][CH:3]=1.Cl.[NH2:18][OH:19].[OH-].[Na+]. (4) Given the product [N+:30]([C:33]1[CH:34]=[CH:35][C:36]([CH2:37][O:38][C:39]([NH:41][CH2:42][CH2:43][S:44][C:45]2[N:46]=[CH:47][N:48]3[CH:52]=[C:51]([Sn:5]([CH2:10][CH2:11][CH2:12][CH3:13])([CH2:6][CH2:7][CH2:8][CH3:9])[CH2:1][CH2:2][CH2:3][CH3:4])[S:50][C:49]=23)=[O:40])=[CH:53][CH:54]=1)([O-:32])=[O:31], predict the reactants needed to synthesize it. The reactants are: [CH2:1]([Sn:5](Cl)([CH2:10][CH2:11][CH2:12][CH3:13])[CH2:6][CH2:7][CH2:8][CH3:9])[CH2:2][CH2:3][CH3:4].C[Si]([N-][Si](C)(C)C)(C)C.[Li+].C1COCC1.[N+:30]([C:33]1[CH:54]=[CH:53][C:36]([CH2:37][O:38][C:39]([NH:41][CH2:42][CH2:43][S:44][C:45]2[N:46]=[CH:47][N:48]3[CH:52]=[CH:51][S:50][C:49]=23)=[O:40])=[CH:35][CH:34]=1)([O-:32])=[O:31].[Cl-].[NH4+]. (5) Given the product [NH:1]1[C:5]2=[N:6][CH:7]=[CH:8][CH:9]=[C:4]2[C:3]([CH2:10][NH:11][C:13]2[C:14]([NH2:20])=[N:15][CH:16]=[C:17]([Br:19])[N:18]=2)=[CH:2]1, predict the reactants needed to synthesize it. The reactants are: [NH:1]1[C:5]2=[N:6][CH:7]=[CH:8][CH:9]=[C:4]2[C:3]([CH2:10][NH2:11])=[CH:2]1.Br[C:13]1[C:14]([NH2:20])=[N:15][CH:16]=[C:17]([Br:19])[N:18]=1.C(N(C(C)C)C(C)C)C. (6) Given the product [N:1]1[C:9]2[CH2:8][CH:7]([CH2:10][O:11][S:20]([CH3:19])(=[O:22])=[O:21])[CH2:6][C:5]=2[CH:4]=[CH:3][CH:2]=1, predict the reactants needed to synthesize it. The reactants are: [N:1]1[C:9]2[CH2:8][C@H:7]([CH2:10][OH:11])[CH2:6][C:5]=2[CH:4]=[CH:3][CH:2]=1.C(N(CC)CC)C.[CH3:19][S:20](Cl)(=[O:22])=[O:21]. (7) Given the product [Cl:15][C:6]1[CH:7]2[CH:3]([C:2]3([CH3:1])[O:11][CH:8]2[CH2:9][CH2:10]3)[C:4](=[O:13])[CH:5]=1, predict the reactants needed to synthesize it. The reactants are: [CH3:1][C:2]12[O:11][CH:8]([CH2:9][CH2:10]1)[CH:7]1[CH:3]2[C:4](=[O:13])[CH2:5][C:6]1=O.P(Cl)(Cl)(Cl)(Cl)[Cl:15]. (8) Given the product [Cl:1][C:2]1[C:3]([O:14][CH3:15])=[CH:4][C:5]([O:13][CH2:29][C@:30]2([CH3:33])[CH2:32][O:31]2)=[C:6]([NH:8][C:9](=[O:12])[CH2:10][CH3:11])[CH:7]=1, predict the reactants needed to synthesize it. The reactants are: [Cl:1][C:2]1[C:3]([O:14][CH3:15])=[CH:4][C:5]([OH:13])=[C:6]([NH:8][C:9](=[O:12])[CH2:10][CH3:11])[CH:7]=1.[N+](C1C=C(S(O[CH2:29][C@:30]2([CH3:33])[CH2:32][O:31]2)(=O)=O)C=CC=1)([O-])=O.C(=O)([O-])[O-].[Cs+].[Cs+]. (9) Given the product [NH2:1][C:2]1[C:7]([F:8])=[C:6]([Cl:9])[N:5]=[C:4]([C:10]([O:12][CH:13]([CH3:15])[CH3:14])=[O:11])[C:3]=1[Cl:16], predict the reactants needed to synthesize it. The reactants are: [NH2:1][C:2]1[C:7]([F:8])=[C:6]([Cl:9])[N:5]=[C:4]([C:10]([O:12][CH:13]([CH3:15])[CH3:14])=[O:11])[CH:3]=1.[Cl:16]N1C(C)(C)C(=O)N(Cl)C1=O.O.